Dataset: Catalyst prediction with 721,799 reactions and 888 catalyst types from USPTO. Task: Predict which catalyst facilitates the given reaction. The catalyst class is: 3. Product: [C:37]1([N:43]2[CH2:48][CH2:47][N:46]([C:1]([O:2][CH2:3][CH:4]3[CH2:5][CH2:6][NH:7][CH2:8][CH2:9]3)=[O:27])[CH2:45][CH2:44]2)[CH:42]=[CH:41][CH:40]=[CH:39][CH:38]=1. Reactant: [C:1](=[O:27])(OC1C=CC([N+]([O-])=O)=CC=1)[O:2][CH:3](C(OC(C)(C)C)=O)[CH:4]1[CH2:9][CH2:8][NH:7][CH2:6][CH2:5]1.CCN(C(C)C)C(C)C.[C:37]1([N:43]2[CH2:48][CH2:47][NH:46][CH2:45][CH2:44]2)[CH:42]=[CH:41][CH:40]=[CH:39][CH:38]=1.